From a dataset of Catalyst prediction with 721,799 reactions and 888 catalyst types from USPTO. Predict which catalyst facilitates the given reaction. Reactant: [CH:1](=O)[CH2:2][CH2:3][CH2:4][CH2:5][CH3:6].[C:8]1([NH:14][OH:15])[CH:13]=[CH:12][CH:11]=[CH:10][CH:9]=1. Product: [C:6]1([N+:14]([O-:15])=[CH:8][CH2:9][CH2:10][CH2:11][CH2:12][CH3:13])[CH:5]=[CH:4][CH:3]=[CH:2][CH:1]=1. The catalyst class is: 8.